Dataset: Catalyst prediction with 721,799 reactions and 888 catalyst types from USPTO. Task: Predict which catalyst facilitates the given reaction. (1) Reactant: [C:1]1([C:7]2[N:8]([CH2:16][C:17]3[CH:25]=[CH:24][C:20]([C:21](O)=[O:22])=[CH:19][CH:18]=3)[C:9]3[C:14]([CH:15]=2)=[CH:13][CH:12]=[CH:11][CH:10]=3)[CH:6]=[CH:5][CH:4]=[CH:3][CH:2]=1.Cl.[NH2:27][OH:28].F[P-](F)(F)(F)(F)F.N1(O[P+](N(C)C)(N(C)C)N(C)C)C2C=CC=CC=2N=N1.C(N(CC)CC)C. Product: [OH:28][NH:27][C:21](=[O:22])[C:20]1[CH:24]=[CH:25][C:17]([CH2:16][N:8]2[C:9]3[C:14](=[CH:13][CH:12]=[CH:11][CH:10]=3)[CH:15]=[C:7]2[C:1]2[CH:2]=[CH:3][CH:4]=[CH:5][CH:6]=2)=[CH:18][CH:19]=1. The catalyst class is: 17. (2) Reactant: C(O)(=O)C.[CH2:5]([O:7][C:8]1[CH:13]=[CH:12][C:11]([O:14]B(O)O)=[C:10]([C:18]([F:21])([F:20])[F:19])[CH:9]=1)[CH3:6].O.OO.S([O-])(O)=O.[Na+]. Product: [CH2:5]([O:7][C:8]1[CH:13]=[CH:12][C:11]([OH:14])=[C:10]([C:18]([F:19])([F:20])[F:21])[CH:9]=1)[CH3:6]. The catalyst class is: 1. (3) Reactant: [Br:1][C:2]1[CH:23]=[CH:22][C:5]2[N:6]([CH2:20][CH3:21])[C:7]([CH2:9][CH2:10][C:11]([C:13]3[CH:18]=[CH:17][CH:16]=[C:15]([F:19])[CH:14]=3)=O)=[N:8][C:4]=2[CH:3]=1.[CH3:24][N:25]([CH:27]([N:31]([CH3:33])C)N(C)C)C.[CH3:34][NH:35]N. Product: [Br:1][C:2]1[CH:23]=[CH:22][C:5]2[N:6]([CH2:20][CH3:21])[C:7]([CH2:9][C:10]3[C:11]([C:13]4[CH:18]=[CH:17][CH:16]=[C:15]([F:19])[CH:14]=4)=[N:35][N:25]([CH3:27])[CH:24]=3)=[N:8][C:4]=2[CH:3]=1.[Br:1][C:2]1[CH:23]=[CH:22][C:5]2[N:6]([CH2:20][CH3:21])[C:7]([CH2:9][C:10]3[CH:34]=[N:35][N:31]([CH3:33])[C:11]=3[C:13]3[CH:18]=[CH:17][CH:16]=[C:15]([F:19])[CH:14]=3)=[N:8][C:4]=2[CH:3]=1. The catalyst class is: 14. (4) Reactant: [F:1][C:2]1[CH:3]=[C:4]([N+:21]([O-])=O)[C:5]([C:12](=[O:20])[CH2:13][C:14]2[N:18]([CH3:19])[N:17]=[CH:16][N:15]=2)=[C:6]([CH:11]=1)[C:7]([O:9][CH3:10])=[O:8].C([O-])=O.[NH4+]. Product: [NH2:21][C:4]1[C:5]([C:12](=[O:20])[CH2:13][C:14]2[N:18]([CH3:19])[N:17]=[CH:16][N:15]=2)=[C:6]([CH:11]=[C:2]([F:1])[CH:3]=1)[C:7]([O:9][CH3:10])=[O:8]. The catalyst class is: 284. (5) Reactant: [NH:1]1[CH2:6][CH2:5][O:4][CH2:3][CH2:2]1.Cl[C:8]1[CH:17]=[CH:16][C:15]([N+:18]([O-:20])=[O:19])=[C:14]2[C:9]=1[CH:10]=[CH:11][CH:12]=[N:13]2. Product: [N:1]1([C:8]2[CH:17]=[CH:16][C:15]([N+:18]([O-:20])=[O:19])=[C:14]3[C:9]=2[CH:10]=[CH:11][CH:12]=[N:13]3)[CH2:6][CH2:5][O:4][CH2:3][CH2:2]1. The catalyst class is: 58. (6) Reactant: [NH2:1][C@H:2]([C:7]1[CH:12]=[CH:11][CH:10]=[CH:9][CH:8]=1)[CH2:3][C:4]([OH:6])=[O:5].O.C([O-])(O)=O.[Na+].[CH3:19][C:20]([O:23][C:24](O[C:24]([O:23][C:20]([CH3:22])([CH3:21])[CH3:19])=[O:25])=[O:25])([CH3:22])[CH3:21]. Product: [C:20]([O:23][C:24]([NH:1][C@H:2]([C:7]1[CH:12]=[CH:11][CH:10]=[CH:9][CH:8]=1)[CH2:3][C:4]([OH:6])=[O:5])=[O:25])([CH3:22])([CH3:21])[CH3:19]. The catalyst class is: 1. (7) Reactant: [SH:1][C:2]1[C:3]([C:8]#[N:9])=[N:4][CH:5]=[CH:6][CH:7]=1.[Br:10]Br. Product: [Br:10][C:8]1[C:3]2=[N:4][CH:5]=[CH:6][CH:7]=[C:2]2[S:1][N:9]=1. The catalyst class is: 13.